Dataset: Catalyst prediction with 721,799 reactions and 888 catalyst types from USPTO. Task: Predict which catalyst facilitates the given reaction. (1) Reactant: [CH3:1][O:2][C:3]([C:5]1[CH:10]=[C:9]([N:11]2[CH2:16][CH2:15][N:14](C(OC(C)(C)C)=O)[CH2:13][CH2:12]2)[N:8]=[C:7]([C:24]2[CH:29]=[CH:28][N:27]=[C:26]([NH:30][CH:31]3[CH2:36][CH2:35][CH2:34][CH2:33][CH2:32]3)[CH:25]=2)[CH:6]=1)=[O:4].C(O)(C(F)(F)F)=O. Product: [CH3:1][O:2][C:3]([C:5]1[CH:10]=[C:9]([N:11]2[CH2:16][CH2:15][NH:14][CH2:13][CH2:12]2)[N:8]=[C:7]([C:24]2[CH:29]=[CH:28][N:27]=[C:26]([NH:30][CH:31]3[CH2:36][CH2:35][CH2:34][CH2:33][CH2:32]3)[CH:25]=2)[CH:6]=1)=[O:4]. The catalyst class is: 2. (2) Reactant: CC([O:4][C:5]1[CH:6]=[CH:7][C:8]2[C:18]3([O:27][C:25](=[O:26])[C:24]4[CH:23]=[CH:22][CH:21]=[CH:20][C:19]3=4)[C:17]3[CH:16]=[CH:15][C:14]([O:28]C(C)=O)=[CH:13][C:12]=3[O:11][C:9]=2[CH:10]=1)=O. Product: [CH:21]1[CH:22]=[CH:23][C:24]([C:25]([OH:27])=[O:26])=[C:19]([C:18]2[C:8]3[CH:7]=[CH:6][C:5]([OH:4])=[CH:10][C:9]=3[O:11][C:12]3[C:17]=2[CH:16]=[CH:15][C:14]([CH:13]=3)=[O:28])[CH:20]=1. The catalyst class is: 16. (3) Reactant: C[O:2][C:3]([C:5]1[N:6]=[C:7]2[C:19]([N:20]3[CH2:25][CH2:24][CH2:23][O:22][C:21]3=[O:26])=[CH:18][C:17]([N:27]3[CH2:32][CH2:31][N:30]([CH3:33])[CH2:29][CH2:28]3)=[CH:16][N:8]2[C:9](=[O:15])[C:10]=1[O:11]C(=O)C)=O.[F:34][C:35]1[CH:40]=[CH:39][C:38]([CH2:41][NH2:42])=[CH:37][CH:36]=1. Product: [F:34][C:35]1[CH:40]=[CH:39][C:38]([CH2:41][NH:42][C:3]([C:5]2[N:6]=[C:7]3[C:19]([N:20]4[CH2:25][CH2:24][CH2:23][O:22][C:21]4=[O:26])=[CH:18][C:17]([N:27]4[CH2:28][CH2:29][N:30]([CH3:33])[CH2:31][CH2:32]4)=[CH:16][N:8]3[C:9](=[O:15])[C:10]=2[OH:11])=[O:2])=[CH:37][CH:36]=1. The catalyst class is: 5. (4) The catalyst class is: 2. Reactant: [C:1]([C:3]1[CH:28]=[N:27][C:6]2[N:7]=[C:8]([N:14]3[CH2:17][CH:16]([N:18](C)[C:19](=O)OC(C)(C)C)[CH2:15]3)[C:9]3[N:10]([CH:11]=[N:12][N:13]=3)[C:5]=2[CH:4]=1)#[N:2].C(O)(C(F)(F)F)=O. Product: [CH3:19][NH:18][CH:16]1[CH2:15][N:14]([C:8]2[C:9]3[N:10]([CH:11]=[N:12][N:13]=3)[C:5]3[CH:4]=[C:3]([C:1]#[N:2])[CH:28]=[N:27][C:6]=3[N:7]=2)[CH2:17]1. (5) Reactant: [C@]12(C)C(C)(C)C(CC1)CC2C([O:12][C@H:13]([C:18]1[CH:23]=[C:22]([O:24][CH3:25])[C:21]([I:26])=[CH:20][C:19]=1[N+:27]([O-:29])=[O:28])[C:14]([CH3:17])([CH3:16])[CH3:15])=O.C([O-])([O-])=O.[K+].[K+]. Product: [I:26][C:21]1[C:22]([O:24][CH3:25])=[CH:23][C:18]([C@@H:13]([OH:12])[C:14]([CH3:17])([CH3:16])[CH3:15])=[C:19]([N+:27]([O-:29])=[O:28])[CH:20]=1. The catalyst class is: 5. (6) Reactant: [C:1]([O:5][C:6]([N:8]1[C:12]2[CH:13]=[CH:14][CH:15]=[C:16]([CH2:17]O)[C:11]=2[N:10]=[CH:9]1)=[O:7])([CH3:4])([CH3:3])[CH3:2].P(Br)(Br)[Br:20]. Product: [C:1]([O:5][C:6]([N:8]1[C:12]2[CH:13]=[CH:14][CH:15]=[C:16]([CH2:17][Br:20])[C:11]=2[N:10]=[CH:9]1)=[O:7])([CH3:4])([CH3:3])[CH3:2]. The catalyst class is: 2.